This data is from Experimentally validated miRNA-target interactions with 360,000+ pairs, plus equal number of negative samples. The task is: Binary Classification. Given a miRNA mature sequence and a target amino acid sequence, predict their likelihood of interaction. (1) The miRNA is hsa-miR-542-5p with sequence UCGGGGAUCAUCAUGUCACGAGA. The protein sequence of the target gene is MSVAGLKKQFYKASQLVSEKVGGAEGTKLDDDFKEMEKKVDVTSKAVTEVLARTIEYLQPNPASRAKLTMLNTVSKIRGQVKNPGYPQSEGLLGECMIRHGKELGGESNFGDALLDAGESMKRLAEVKDSLDIEVKQNFIDPLQNLCEKDLKEIQHHLKKLEGRRLDFDYKKKRQGKIPDEELRQALEKFEESKEVAETSMHNLLETDIEQVSQLSALVDAQLDYHRQAVQILDELAEKLKRRMREASSRPKREYKPKPREPFDLGEPEQSNGGFPCTTAPKIAASSSFRSSDKPIRTPS.... Result: 0 (no interaction). (2) The miRNA is hsa-miR-30e-5p with sequence UGUAAACAUCCUUGACUGGAAG. The protein sequence of the target gene is MDSGCWLFGGEFEDSVFEERPERRSGPPASYCAKLCEPQWFYEETESSDDVEVLTLKKFKGDLAYRRQEYQKALQEYSSISEKLSSTNFAMKRDVQEGQARCLAHLGRHMEALEIAANLENKATNTDHLTTVLYLQLAICSSLQNLEKTIFCLQKLISLHPFNPWNWGKLAEAYLNLGPALSAALASSQKQHSFTSSDKTIKSFFPHSGKDCLLCFPETLPESSLFSVEANSSNSQKNEKALTNIQNCMAEKRETVLIETQLKACASFIRTRLLLQFTQPQQTSFALERNLRTQQEIEDK.... Result: 1 (interaction). (3) The miRNA is hsa-miR-99a-5p with sequence AACCCGUAGAUCCGAUCUUGUG. The protein sequence of the target gene is MLPAVGSADEEEDPAEEDCPELVPIETTQSEEEEKSGLGAKIPVTIITGYLGAGKTTLLNYILTEQHSKRVAVILNEFGEGSALEKSLAVSQGGELYEEWLELRNGCLCCSVKDSGLRAIENLMQKKGKFDYILLETTGLADPGAVASMFWVDAELGSDIYLDGIITIVDSKYGLKHLTEEKPDGLINEATRQVALADAILINKTDLVPEEDVKKLRTTIRSINGLGQILETQRSRVDLSNVLDLHAFDSLSGISLQKKLQHVPGTQPHLDQSIVTITFEVPGNAKEEHLNMFIQNLLWE.... Result: 1 (interaction). (4) The miRNA is mmu-miR-3093-3p with sequence UGUGGACACCGUGGGAGGUUGG. The protein sequence of the target gene is MAEPSPARRPVPLIESELYFLIARYLSAGPCRRAAQVLVQELEQYQLLPKRLDWEGNEHNRSYEELVLSNKHVAPDHLLQICQRIGPMLDKEVPPSISRVTSLLGAGRQSLLRTAKDCRHTVWKGSAFAALHRGRPPEMPVNYGPPPSLVEIHRGRQLTGCSTFSTAFPGTMYQHIKMHRRILGHLSAVYCVAFDRTGHRIFTGSDDCLVKIWSTHNGRLLSTLRGHSAEISDMAVNYENTLIAAGSCDKIIRVWCLRTCAPVAVLQGHTGSITSLQFSPMAKGPQRYMVSTGADGTVCF.... Result: 0 (no interaction). (5) The miRNA is mmu-miR-200b-3p with sequence UAAUACUGCCUGGUAAUGAUGA. The protein sequence of the target gene is MPLGAPALLALALGLGLWLGALAGDPGRGCGPCPLPCFCGPAPDAACRVNCSGRWLQTLGPSLRIPADATALDLSHNLLQTLDIGLLVNLSALVELDLSNNRISTLEEGVFANLFNLSEINLSGNPFECNCGLAWLPRWAKEHQVHVVQSEATTCRGPIPLAGQPLLSIPLLDNACGEEYVACLPDNSSGAVAAVPFYFAHEGPLETEACSAFCFSAGEGLAALSEQNQCLCGAGQASNSSAACSSWCSSISLSLNSACGGPTLLQHTFPASPGATLVGPHGPLASGQPADFHITSSLPI.... Result: 1 (interaction).